The task is: Predict the reactants needed to synthesize the given product.. This data is from Full USPTO retrosynthesis dataset with 1.9M reactions from patents (1976-2016). Given the product [C:10]([O:13][C:14]1[CH:15]=[C:16]2[C:21](=[CH:22][C:23]=1[O:24][CH3:25])[N:20]=[CH:19][N:18]=[C:17]2[NH:9][C:4]1[CH:5]=[CH:6][C:7]([F:8])=[C:2]([Cl:1])[CH:3]=1)(=[O:12])[CH3:11], predict the reactants needed to synthesize it. The reactants are: [Cl:1][C:2]1[CH:3]=[C:4]([NH2:9])[CH:5]=[CH:6][C:7]=1[F:8].[C:10]([O:13][C:14]1[CH:15]=[C:16]2[C:21](=[CH:22][C:23]=1[O:24][CH3:25])[N:20]=[CH:19][N:18]=[C:17]2Cl)(=[O:12])[CH3:11].